This data is from Forward reaction prediction with 1.9M reactions from USPTO patents (1976-2016). The task is: Predict the product of the given reaction. (1) The product is: [C:12]([C:16]1[CH:21]=[C:20]([C:1](=[O:3])[CH3:2])[CH:19]=[CH:18][C:17]=1[OH:22])([CH3:15])([CH3:13])[CH3:14]. Given the reactants [C:1](Cl)(=[O:3])[CH3:2].[Cl-].[Al+3].[Cl-].[Cl-].C(Cl)Cl.[C:12]([C:16]1[CH:21]=[CH:20][CH:19]=[CH:18][C:17]=1[OH:22])([CH3:15])([CH3:14])[CH3:13], predict the reaction product. (2) The product is: [Cl:1][C:2]1[C:7]([C:8]2[CH:9]=[CH:10][CH:11]=[CH:12][CH:13]=2)=[N:6][N:5]=[C:4]2[N:14]([CH2:23][C:24]3([CH3:28])[CH2:27][O:26][CH2:25]3)[N:15]=[C:16]([C:17]3[CH:18]=[CH:19][CH:20]=[CH:21][CH:22]=3)[C:3]=12. Given the reactants [Cl:1][C:2]1[C:7]([C:8]2[CH:13]=[CH:12][CH:11]=[CH:10][CH:9]=2)=[N:6][N:5]=[C:4]2[NH:14][N:15]=[C:16]([C:17]3[CH:22]=[CH:21][CH:20]=[CH:19][CH:18]=3)[C:3]=12.[CH3:23][C:24]1([CH2:28]O)[CH2:27][O:26][CH2:25]1, predict the reaction product.